From a dataset of Reaction yield outcomes from USPTO patents with 853,638 reactions. Predict the reaction yield, written as a fraction of the theoretical maximum amount of product (1.0 means a 100% yield; for example, 0.34 means a 34% yield). (1) The reactants are [C:1]([OH:7])(=[O:6])[CH2:2][C:3]([OH:5])=[O:4].[Cl:8][C:9]1[CH:14]=[C:13]([Cl:15])[CH:12]=[C:11]([Cl:16])[C:10]=1O.P(Cl)(Cl)(Cl)=O. No catalyst specified. The product is [Cl:8][C:9]1[CH:14]=[C:13]([Cl:15])[CH:12]=[C:11]([Cl:16])[C:10]=1[O:4][C:3](=[O:5])[CH2:2][C:1]([O:7][C:10]1[C:9]([Cl:8])=[CH:14][C:13]([Cl:15])=[CH:12][C:11]=1[Cl:16])=[O:6]. The yield is 1.00. (2) The reactants are [F:1][C:2]1[CH:3]=[C:4]([C@:15]([NH:30][C:31](=[O:36])[CH2:32][C:33](=[O:35])[CH3:34])([C:23]2[CH:28]=[CH:27][C:26]([F:29])=[CH:25][CH:24]=2)[CH2:16][C:17]2[CH:22]=[CH:21][CH:20]=[CH:19][CH:18]=2)[CH:5]=[C:6]([O:8][C:9]([F:14])([F:13])[CH:10]([F:12])[F:11])[CH:7]=1.[BH4-].[Na+]. The catalyst is CO. The product is [F:1][C:2]1[CH:3]=[C:4]([C@:15]([NH:30][C:31](=[O:36])[CH2:32][CH:33]([OH:35])[CH3:34])([C:23]2[CH:24]=[CH:25][C:26]([F:29])=[CH:27][CH:28]=2)[CH2:16][C:17]2[CH:18]=[CH:19][CH:20]=[CH:21][CH:22]=2)[CH:5]=[C:6]([O:8][C:9]([F:14])([F:13])[CH:10]([F:12])[F:11])[CH:7]=1. The yield is 0.550. (3) The reactants are [C:1]([O:5][C@@H:6]([C:12]1[C:40]([CH3:41])=[N:39][C:38]2=[CH:42][C:35]3=[N:36][N:37]2[C:13]=1[N:14]1[CH2:45][CH2:44][C:17]([CH3:46])([O:18][CH2:19][CH:20]=[CH:21][CH2:22][O:23][C:24]2[CH:25]=[CH:26][CH:27]=[CH:28][C:29]=2[CH2:30][C:31]2[O:43][C:34]3=[N:33][CH:32]=2)[CH2:16][CH2:15]1)[C:7]([O:9]CC)=[O:8])([CH3:4])([CH3:3])[CH3:2].[OH-].[Na+]. The catalyst is CO. The product is [C:1]([O:5][C@@H:6]([C:12]1[C:40]([CH3:41])=[N:39][C:38]2=[CH:42][C:35]3=[N:36][N:37]2[C:13]=1[N:14]1[CH2:15][CH2:16][C:17]([CH3:46])([O:18][CH2:19][CH:20]=[CH:21][CH2:22][O:23][C:24]2[CH:25]=[CH:26][CH:27]=[CH:28][C:29]=2[CH2:30][C:31]2[O:43][C:34]3=[N:33][CH:32]=2)[CH2:44][CH2:45]1)[C:7]([OH:9])=[O:8])([CH3:4])([CH3:2])[CH3:3]. The yield is 0.625. (4) The reactants are [C:1]1(=O)[CH2:5][CH2:4][CH2:3][CH2:2]1.[C:7]1([CH3:16])[CH:12]=[CH:11][CH:10]=[CH:9][C:8]=1[CH2:13][C:14]#[N:15].[OH-].[K+]. No catalyst specified. The product is [C:1]1(=[C:13]([C:8]2[CH:9]=[CH:10][CH:11]=[CH:12][C:7]=2[CH3:16])[C:14]#[N:15])[CH2:5][CH2:4][CH2:3][CH2:2]1. The yield is 0.100.